Dataset: Catalyst prediction with 721,799 reactions and 888 catalyst types from USPTO. Task: Predict which catalyst facilitates the given reaction. (1) Reactant: [OH:1][CH:2]([C:6]1[CH:11]=[CH:10][C:9]([C:12]2[N:16]=[C:15]([C:17]3[O:21][N:20]=[C:19]([C:22]4[CH:27]=[CH:26][CH:25]=[CH:24][CH:23]=4)[C:18]=3[C:28]([F:31])([F:30])[F:29])[O:14][N:13]=2)=[CH:8][CH:7]=1)[C:3](O)=[O:4].CN1CCOCC1.[CH3:39][S:40]([CH2:43][CH2:44][NH2:45])(=[O:42])=[O:41].F[P-](F)(F)(F)(F)F.N1(O[P+](N(C)C)(N(C)C)N(C)C)C2C=CC=CC=2N=N1. Product: [OH:1][CH:2]([C:6]1[CH:7]=[CH:8][C:9]([C:12]2[N:16]=[C:15]([C:17]3[O:21][N:20]=[C:19]([C:22]4[CH:23]=[CH:24][CH:25]=[CH:26][CH:27]=4)[C:18]=3[C:28]([F:31])([F:29])[F:30])[O:14][N:13]=2)=[CH:10][CH:11]=1)[C:3]([NH:45][CH2:44][CH2:43][S:40]([CH3:39])(=[O:42])=[O:41])=[O:4]. The catalyst class is: 3. (2) Reactant: [C:1]1([C:10]2[CH:15]=[CH:14][CH:13]=[CH:12][CH:11]=2)[CH:6]=[CH:5][C:4]([C:7](O)=[O:8])=[CH:3][CH:2]=1.C(Cl)(=O)C([Cl:19])=O. Product: [C:10]1([C:1]2[CH:6]=[CH:5][C:4]([C:7]([Cl:19])=[O:8])=[CH:3][CH:2]=2)[CH:15]=[CH:14][CH:13]=[CH:12][CH:11]=1. The catalyst class is: 120. (3) Reactant: [CH:1]1([C:4](=[O:30])/[CH:5]=[C:6](/[NH:9][C:10]2[CH:11]=[CH:12][C:13]([CH3:29])=[C:14]([C:16]3[C:17](=[O:28])[N:18]([CH3:27])[C:19]4[C:24]([CH:25]=3)=[CH:23][N:22]=[C:21]([CH3:26])[CH:20]=4)[CH:15]=2)\SC)[CH2:3][CH2:2]1.Cl.[NH2:32]O. Product: [CH:1]1([C:4]2[O:30][N:32]=[C:6]([NH:9][C:10]3[CH:11]=[CH:12][C:13]([CH3:29])=[C:14]([C:16]4[C:17](=[O:28])[N:18]([CH3:27])[C:19]5[C:24]([CH:25]=4)=[CH:23][N:22]=[C:21]([CH3:26])[CH:20]=5)[CH:15]=3)[CH:5]=2)[CH2:3][CH2:2]1. The catalyst class is: 3. (4) Reactant: Br[C:2]1[CH:3]=[C:4]([N:8]2[CH2:13][CH2:12][N:11]([C:14]([O:16][C:17]([CH3:20])([CH3:19])[CH3:18])=[O:15])[CH2:10][CH2:9]2)[CH:5]=[N:6][CH:7]=1.[F:21][C:22]1[CH:27]=[C:26]([F:28])[CH:25]=[CH:24][C:23]=1OB(O)O.C(=O)([O-])[O-].[Na+].[Na+].C1(C)C=CC=CC=1. Product: [F:21][C:22]1[CH:27]=[C:26]([F:28])[CH:25]=[CH:24][C:23]=1[C:2]1[CH:3]=[C:4]([N:8]2[CH2:13][CH2:12][N:11]([C:14]([O:16][C:17]([CH3:20])([CH3:19])[CH3:18])=[O:15])[CH2:10][CH2:9]2)[CH:5]=[N:6][CH:7]=1. The catalyst class is: 6. (5) Reactant: BrC1C=CC(O[C:7]2[CH:12]=[N:11][CH:10]=[C:9]3[S:13][C:14](C4NN=NN=4)=[CH:15][C:8]=23)=CC=1.N1CCOCC1.CC(C)([O-])C.[Na+].C1(P(C2C=CC=CC=2)C2C=CC3C(=CC=CC=3)C=2C2C3C(=CC=CC=3)C=CC=2P(C2C=CC=CC=2)C2C=CC=CC=2)C=CC=CC=1. Product: [S:13]1[C:9]2=[CH:10][N:11]=[CH:12][CH:7]=[C:8]2[CH:15]=[CH:14]1. The catalyst class is: 443. (6) The catalyst class is: 5. Product: [CH2:1]([O:8][C:9]([N:11]([C:17]1[C:26]2[C:21](=[CH:22][CH:23]=[C:24]([C:27]([F:29])([F:30])[F:28])[CH:25]=2)[CH:20]=[CH:19][N:18]=1)[CH2:12][C:13]([OH:15])=[O:14])=[O:10])[C:2]1[CH:3]=[CH:4][CH:5]=[CH:6][CH:7]=1. Reactant: [CH2:1]([O:8][C:9]([N:11]([C:17]1[C:26]2[C:21](=[CH:22][CH:23]=[C:24]([C:27]([F:30])([F:29])[F:28])[CH:25]=2)[CH:20]=[CH:19][N:18]=1)[CH2:12][C:13]([O:15]C)=[O:14])=[O:10])[C:2]1[CH:7]=[CH:6][CH:5]=[CH:4][CH:3]=1.[OH-].[Na+]. (7) Reactant: [H-].[Na+].ClC1C2N=C(CC(F)(F)F)[N:9](Cl)C=2C=CC=1.[Cl:19][C:20]1[CH:21]=[C:22]2[C:26](=[CH:27][C:28]=1[Cl:29])[NH:25][C:24]([CH2:30][C:31]([F:34])([F:33])[F:32])=C2.Br[CH2:36][C:37]1[CH:47]=[CH:46][C:40]([C:41]([O:43][CH2:44][CH3:45])=[O:42])=[CH:39][CH:38]=1.[I-].[K+].[NH4+].[Cl-]. Product: [CH2:44]([O:43][C:41](=[O:42])[C:40]1[CH:46]=[CH:47][C:37]([CH2:36][N:9]2[C:22]3[CH:21]=[C:20]([Cl:19])[C:28]([Cl:29])=[CH:27][C:26]=3[N:25]=[C:24]2[CH2:30][C:31]([F:32])([F:33])[F:34])=[CH:38][CH:39]=1)[CH3:45]. The catalyst class is: 3. (8) Reactant: [O:1]=[C:2]([O:23][C@@H:24]1[CH:29]2[CH2:30][CH2:31][N:26]([CH2:27][CH2:28]2)[CH2:25]1)[CH:3]([NH:10][C:11]1[CH:12]=[C:13]([CH:20]=[CH:21][CH:22]=1)[C:14]([O:16]CC=C)=[O:15])[C:4]1[CH:9]=[CH:8][CH:7]=[CH:6][CH:5]=1.N1CCCCC1. Product: [O:1]=[C:2]([O:23][CH:24]1[CH:29]2[CH2:30][CH2:31][N:26]([CH2:27][CH2:28]2)[CH2:25]1)[C@H:3]([NH:10][C:11]1[CH:12]=[C:13]([CH:20]=[CH:21][CH:22]=1)[C:14]([OH:16])=[O:15])[C:4]1[CH:5]=[CH:6][CH:7]=[CH:8][CH:9]=1. The catalyst class is: 1.